From a dataset of Full USPTO retrosynthesis dataset with 1.9M reactions from patents (1976-2016). Predict the reactants needed to synthesize the given product. (1) Given the product [Cl:21][C:22]1[CH:23]=[C:24]([NH:29][C:30](=[S:31])[NH:1][C:2]2[CH:3]=[C:4]([CH:16]=[CH:17][C:18]=2[O:19][CH3:20])[C:5]([NH:7][C:8]2[CH:9]=[CH:10][C:11]([O:14][CH3:15])=[CH:12][CH:13]=2)=[O:6])[CH:25]=[C:26]([Cl:28])[CH:27]=1, predict the reactants needed to synthesize it. The reactants are: [NH2:1][C:2]1[CH:3]=[C:4]([CH:16]=[CH:17][C:18]=1[O:19][CH3:20])[C:5]([NH:7][C:8]1[CH:13]=[CH:12][C:11]([O:14][CH3:15])=[CH:10][CH:9]=1)=[O:6].[Cl:21][C:22]1[CH:23]=[C:24]([N:29]=[C:30]=[S:31])[CH:25]=[C:26]([Cl:28])[CH:27]=1. (2) Given the product [Cl:1][C:2]1[CH:3]=[C:4]([C:12]2[O:16][N:15]=[C:14]([C:17]3[CH:25]=[CH:24][C:23]([CH2:26][CH2:27][CH2:28][C:29]([OH:31])=[O:30])=[C:22]4[C:18]=3[CH:19]=[CH:20][NH:21]4)[N:13]=2)[CH:5]=[N:6][C:7]=1[O:8][CH:9]([CH3:10])[CH3:11], predict the reactants needed to synthesize it. The reactants are: [Cl:1][C:2]1[CH:3]=[C:4]([C:12]2[O:16][N:15]=[C:14]([C:17]3[CH:25]=[CH:24][C:23]([CH2:26][CH2:27][CH2:28][C:29]([O:31]CC)=[O:30])=[C:22]4[C:18]=3[CH:19]=[CH:20][NH:21]4)[N:13]=2)[CH:5]=[N:6][C:7]=1[O:8][CH:9]([CH3:11])[CH3:10].[OH-].[Na+].Cl. (3) Given the product [OH:1][CH2:2][C@@H:3]1[O:7][C:6]([C:8]2[NH:12][C:11]([C:13]3[CH:14]=[C:15]([CH:37]=[C:38]([O:40][C@@H:41]([CH3:45])[CH2:42][O:43][CH3:44])[CH:39]=3)[O:16][C:17]3[CH:18]=[CH:19][C:20]([S:23]([NH:26][CH3:27])(=[O:24])=[O:25])=[N:21][CH:22]=3)=[CH:10][CH:9]=2)=[N:5][CH2:4]1, predict the reactants needed to synthesize it. The reactants are: [OH:1][CH2:2][C@@H:3]1[O:7][C:6]([C:8]2[NH:12][C:11]([C:13]3[CH:14]=[C:15]([CH:37]=[C:38]([O:40][C@@H:41]([CH3:45])[CH2:42][O:43][CH3:44])[CH:39]=3)[O:16][C:17]3[CH:18]=[CH:19][C:20]([S:23]([N:26](CC4C=CC(OC)=CC=4)[CH3:27])(=[O:25])=[O:24])=[N:21][CH:22]=3)=[CH:10][CH:9]=2)=[N:5][CH2:4]1. (4) Given the product [CH:26]([N:25]1[C:19]2[CH:18]=[C:17]([NH:15][C:13]3[CH:12]=[CH:11][N:10]=[C:9]([N:6]4[CH2:5][CH2:4][CH:3]([O:2][CH3:1])[CH2:8][CH2:7]4)[N:14]=3)[N:22]=[CH:21][C:20]=2[C:23]([C:29]2[O:30][C:31]([CH3:34])=[N:32][N:33]=2)=[CH:24]1)([CH3:28])[CH3:27], predict the reactants needed to synthesize it. The reactants are: [CH3:1][O:2][CH:3]1[CH2:8][CH2:7][N:6]([C:9]2[N:14]=[C:13]([NH2:15])[CH:12]=[CH:11][N:10]=2)[CH2:5][CH2:4]1.Cl[C:17]1[N:22]=[CH:21][C:20]2[C:23]([C:29]3[O:30][C:31]([CH3:34])=[N:32][N:33]=3)=[CH:24][N:25]([CH:26]([CH3:28])[CH3:27])[C:19]=2[CH:18]=1.CC(C)([O-])C.[Na+]. (5) Given the product [CH3:15][N:16]([CH2:18][C:6]1[N:5]([C:7]2[CH:14]=[CH:13][CH:12]=[CH:11][C:8]=2[C:9]#[N:10])[CH:4]=[N:3][C:2]=1[CH3:1])[CH3:17], predict the reactants needed to synthesize it. The reactants are: [CH3:1][C:2]1[N:3]=[CH:4][N:5]([C:7]2[CH:14]=[CH:13][CH:12]=[CH:11][C:8]=2[C:9]#[N:10])[CH:6]=1.[CH3:15][N+:16]([CH3:18])=[CH2:17].[I-]. (6) Given the product [CH2:13]([CH:12]([NH:11][C:6]1[CH:5]=[C:4]([CH3:17])[N:3]=[C:2]([O:27][C:20]2[C:21]([CH3:26])=[CH:22][C:23]([CH3:25])=[CH:24][C:19]=2[CH3:18])[C:7]=1[N+:8]([O-:10])=[O:9])[CH2:15][CH3:16])[CH3:14], predict the reactants needed to synthesize it. The reactants are: Cl[C:2]1[C:7]([N+:8]([O-:10])=[O:9])=[C:6]([NH:11][CH:12]([CH2:15][CH3:16])[CH2:13][CH3:14])[CH:5]=[C:4]([CH3:17])[N:3]=1.[CH3:18][C:19]1[CH:24]=[C:23]([CH3:25])[CH:22]=[C:21]([CH3:26])[C:20]=1[OH:27].CC(C)([O-])C.[K+]. (7) Given the product [CH3:22][C:13]1[S:14][C:15]([C:16]2[CH:21]=[CH:20][CH:19]=[CH:18][CH:17]=2)=[C:11]([C:9]([N:4]2[CH2:5][CH2:6][CH2:7][CH2:8][CH:3]2[C:1]#[C:2][C:24]2[CH:29]=[CH:28][CH:27]=[CH:26][CH:25]=2)=[O:10])[N:12]=1, predict the reactants needed to synthesize it. The reactants are: [C:1]([CH:3]1[CH2:8][CH2:7][CH2:6][CH2:5][N:4]1[C:9]([C:11]1[N:12]=[C:13]([CH3:22])[S:14][C:15]=1[C:16]1[CH:21]=[CH:20][CH:19]=[CH:18][CH:17]=1)=[O:10])#[CH:2].Br[C:24]1[CH:29]=[CH:28][CH:27]=[CH:26][CH:25]=1.C(N(CC)CC)C. (8) Given the product [CH2:3]([C:4]1[O:18][C:8]([C:9]2[CH:14]=[CH:13][C:12]([N+:15]([O-:17])=[O:16])=[CH:11][CH:10]=2)=[N:7][N:6]=1)[C:2]([CH3:20])([CH3:19])[CH3:1], predict the reactants needed to synthesize it. The reactants are: [CH3:1][C:2]([CH3:20])([CH3:19])[CH2:3][C:4]([NH:6][NH:7][C:8](=[O:18])[C:9]1[CH:14]=[CH:13][C:12]([N+:15]([O-:17])=[O:16])=[CH:11][CH:10]=1)=O.C([N+](CC)(CC)S(NC(=O)OC)(=O)=O)C.